This data is from NCI-60 drug combinations with 297,098 pairs across 59 cell lines. The task is: Regression. Given two drug SMILES strings and cell line genomic features, predict the synergy score measuring deviation from expected non-interaction effect. (1) Drug 1: CCC1(CC2CC(C3=C(CCN(C2)C1)C4=CC=CC=C4N3)(C5=C(C=C6C(=C5)C78CCN9C7C(C=CC9)(C(C(C8N6C=O)(C(=O)OC)O)OC(=O)C)CC)OC)C(=O)OC)O.OS(=O)(=O)O. Drug 2: C1CN(CCN1C(=O)CCBr)C(=O)CCBr. Cell line: SK-MEL-5. Synergy scores: CSS=15.9, Synergy_ZIP=-7.20, Synergy_Bliss=-0.997, Synergy_Loewe=1.07, Synergy_HSA=1.12. (2) Drug 1: CC1=C2C(C(=O)C3(C(CC4C(C3C(C(C2(C)C)(CC1OC(=O)C(C(C5=CC=CC=C5)NC(=O)C6=CC=CC=C6)O)O)OC(=O)C7=CC=CC=C7)(CO4)OC(=O)C)O)C)OC(=O)C. Drug 2: CC12CCC3C(C1CCC2OP(=O)(O)O)CCC4=C3C=CC(=C4)OC(=O)N(CCCl)CCCl.[Na+]. Cell line: CCRF-CEM. Synergy scores: CSS=87.7, Synergy_ZIP=13.9, Synergy_Bliss=12.9, Synergy_Loewe=-33.3, Synergy_HSA=15.1. (3) Drug 1: CS(=O)(=O)OCCCCOS(=O)(=O)C. Drug 2: N.N.Cl[Pt+2]Cl. Cell line: EKVX. Synergy scores: CSS=0.493, Synergy_ZIP=2.74, Synergy_Bliss=9.33, Synergy_Loewe=-8.35, Synergy_HSA=-3.72. (4) Drug 1: C1=C(C(=O)NC(=O)N1)F. Drug 2: C1=NC2=C(N1)C(=S)N=CN2. Cell line: UO-31. Synergy scores: CSS=32.8, Synergy_ZIP=-5.11, Synergy_Bliss=-3.32, Synergy_Loewe=-1.20, Synergy_HSA=-0.801.